This data is from NCI-60 drug combinations with 297,098 pairs across 59 cell lines. The task is: Regression. Given two drug SMILES strings and cell line genomic features, predict the synergy score measuring deviation from expected non-interaction effect. Drug 1: CS(=O)(=O)C1=CC(=C(C=C1)C(=O)NC2=CC(=C(C=C2)Cl)C3=CC=CC=N3)Cl. Drug 2: C1CCC(CC1)NC(=O)N(CCCl)N=O. Cell line: 786-0. Synergy scores: CSS=40.6, Synergy_ZIP=3.57, Synergy_Bliss=5.23, Synergy_Loewe=1.40, Synergy_HSA=6.75.